From a dataset of Catalyst prediction with 721,799 reactions and 888 catalyst types from USPTO. Predict which catalyst facilitates the given reaction. (1) Reactant: CN.C(CN)O.[NH:7]1[C:15]2[C:10](=[CH:11][C:12]([O:16][C@@H:17]3[CH2:22][CH2:21][C@H:20]([N:23]4C(=O)C5C(=CC=CC=5)C4=O)[CH2:19][CH2:18]3)=[CH:13][CH:14]=2)[CH:9]=[N:8]1. Product: [NH:7]1[C:15]2[C:10](=[CH:11][C:12]([O:16][C@@H:17]3[CH2:22][CH2:21][C@H:20]([NH2:23])[CH2:19][CH2:18]3)=[CH:13][CH:14]=2)[CH:9]=[N:8]1. The catalyst class is: 6. (2) Reactant: C[O:2][C:3](OC)([CH2:24][O:25][CH2:26][CH2:27][CH2:28][CH2:29][CH2:30][CH2:31][CH2:32][CH2:33]/[CH:34]=[CH:35]\[CH2:36]/[CH:37]=[CH:38]\[CH2:39][CH2:40][CH2:41][CH2:42][CH3:43])[CH2:4][O:5][CH2:6][CH2:7][CH2:8][CH2:9][CH2:10][CH2:11][CH2:12][CH2:13]/[CH:14]=[CH:15]\[CH2:16]/[CH:17]=[CH:18]\[CH2:19][CH2:20][CH2:21][CH2:22][CH3:23].Cl. Product: [CH2:6]([O:5][CH2:4][C:3](=[O:2])[CH2:24][O:25][CH2:26][CH2:27][CH2:28][CH2:29][CH2:30][CH2:31][CH2:32][CH2:33]/[CH:34]=[CH:35]\[CH2:36]/[CH:37]=[CH:38]\[CH2:39][CH2:40][CH2:41][CH2:42][CH3:43])[CH2:7][CH2:8][CH2:9][CH2:10][CH2:11][CH2:12][CH2:13]/[CH:14]=[CH:15]\[CH2:16]/[CH:17]=[CH:18]\[CH2:19][CH2:20][CH2:21][CH2:22][CH3:23]. The catalyst class is: 7.